From a dataset of Full USPTO retrosynthesis dataset with 1.9M reactions from patents (1976-2016). Predict the reactants needed to synthesize the given product. (1) The reactants are: [CH:1]1([C:4]2[C:8]([C:9]([OH:11])=O)=[CH:7][O:6][N:5]=2)[CH2:3][CH2:2]1.S(Cl)(Cl)=O.[N:16]1[CH:21]=[CH:20][CH:19]=[C:18]([NH2:22])[CH:17]=1.C(N(CC)CC)C. Given the product [N:16]1[CH:21]=[CH:20][CH:19]=[C:18]([NH:22][C:9]([C:8]2[C:4]([CH:1]3[CH2:2][CH2:3]3)=[N:5][O:6][CH:7]=2)=[O:11])[CH:17]=1, predict the reactants needed to synthesize it. (2) Given the product [Cl:1][C:2]1[N:10]=[C:9]2[C:5]([N:6]=[CH:7][N:8]2[C@H:11]2[C@@H:12]3[O:22][C:40]([CH3:42])([CH3:41])[O:21][C@@H:13]3[C@@H:14]([NH:16][C:17](=[O:20])[CH2:18][CH3:19])[CH2:15]2)=[C:4]([NH:23][CH2:24][CH:25]([C:32]2[CH:33]=[CH:34][CH:35]=[CH:36][CH:37]=2)[C:26]2[CH:27]=[CH:28][CH:29]=[CH:30][CH:31]=2)[N:3]=1, predict the reactants needed to synthesize it. The reactants are: [Cl:1][C:2]1[N:10]=[C:9]2[C:5]([N:6]=[CH:7][N:8]2[C@@H:11]2[CH2:15][C@H:14]([NH:16][C:17](=[O:20])[CH2:18][CH3:19])[C@@H:13]([OH:21])[C@H:12]2[OH:22])=[C:4]([NH:23][CH2:24][CH:25]([C:32]2[CH:37]=[CH:36][CH:35]=[CH:34][CH:33]=2)[C:26]2[CH:31]=[CH:30][CH:29]=[CH:28][CH:27]=2)[N:3]=1.CO[C:40](OC)([CH3:42])[CH3:41].C1(C)C=CC(S(O)(=O)=O)=CC=1. (3) The reactants are: [CH3:1][C:2]1([CH3:11])[NH:8][C:7]([CH3:10])([CH3:9])[CH2:6][C:4](=[O:5])[CH2:3]1.CC(C)(O)[C:14]#[N:15]. Given the product [OH:5][C:4]1([C:14]#[N:15])[CH2:3][C:2]([CH3:11])([CH3:1])[NH:8][C:7]([CH3:10])([CH3:9])[CH2:6]1, predict the reactants needed to synthesize it. (4) Given the product [F:1][C:2]1[CH:31]=[C:30]([CH:29]=[CH:28][C:3]=1[O:4][C:5]1[CH:10]=[CH:9][N:8]=[C:7]2[CH:11]=[C:12]([C:14]3[CH:19]=[CH:18][C:17]([CH2:20][N:21]4[CH2:22][CH2:23][N:24]([CH3:27])[CH2:25][CH2:26]4)=[CH:16][N:15]=3)[S:13][C:6]=12)[NH2:32], predict the reactants needed to synthesize it. The reactants are: [F:1][C:2]1[CH:31]=[C:30]([N+:32]([O-])=O)[CH:29]=[CH:28][C:3]=1[O:4][C:5]1[CH:10]=[CH:9][N:8]=[C:7]2[CH:11]=[C:12]([C:14]3[CH:19]=[CH:18][C:17]([CH2:20][N:21]4[CH2:26][CH2:25][N:24]([CH3:27])[CH2:23][CH2:22]4)=[CH:16][N:15]=3)[S:13][C:6]=12.[NH4+].[Cl-]. (5) Given the product [Cl:38][C:17]1[N:22]=[C:21]([C:23]2[CH:35]=[C:34]([F:36])[C:26]3[N:27]=[C:28]([CH3:33])[N:29]([CH:30]([CH3:32])[CH3:31])[C:25]=3[CH:24]=2)[C:20]([F:37])=[CH:19][N:18]=1, predict the reactants needed to synthesize it. The reactants are: C(N1CCN(CC2C=CC(N[C:17]3[N:22]=[C:21]([C:23]4[CH:35]=[C:34]([F:36])[C:26]5[N:27]=[C:28]([CH3:33])[N:29]([CH:30]([CH3:32])[CH3:31])[C:25]=5[CH:24]=4)[C:20]([F:37])=[CH:19][N:18]=3)=NC=2)CC1)C.[Cl:38]C1N=CC=CN=1. (6) Given the product [CH2:31]([O:30][C:28](=[O:29])[N:15]([N:9]1[C:8](=[O:20])[C:7]2[C:12](=[CH:13][C:4]([CH:1]([CH3:3])[CH3:2])=[C:5]([C:21]3[N:22]([CH3:26])[N:23]=[CH:24][CH:25]=3)[CH:6]=2)[NH:11][C:10]1=[O:14])[S:16]([CH3:19])(=[O:17])=[O:18])[C:32]1[CH:37]=[CH:36][CH:35]=[CH:34][CH:33]=1, predict the reactants needed to synthesize it. The reactants are: [CH:1]([C:4]1[CH:13]=[C:12]2[C:7]([C:8](=[O:20])[N:9]([NH:15][S:16]([CH3:19])(=[O:18])=[O:17])[C:10](=[O:14])[NH:11]2)=[CH:6][C:5]=1[C:21]1[N:22]([CH3:26])[N:23]=[CH:24][CH:25]=1)([CH3:3])[CH3:2].Cl[C:28]([O:30][CH2:31][C:32]1[CH:37]=[CH:36][CH:35]=[CH:34][CH:33]=1)=[O:29]. (7) Given the product [NH2:1][C:4]1[CH:5]=[CH:6][C:7]([N:10]2[C:18]3[CH:17]=[CH:16][N:15]=[C:14]([C:19]#[N:20])[C:13]=3[N:12]=[CH:11]2)=[CH:8][CH:9]=1, predict the reactants needed to synthesize it. The reactants are: [N+:1]([C:4]1[CH:9]=[CH:8][C:7]([N:10]2[C:18]3[CH:17]=[CH:16][N:15]=[C:14]([C:19]#[N:20])[C:13]=3[N:12]=[CH:11]2)=[CH:6][CH:5]=1)([O-])=O.[H][H]. (8) Given the product [NH2:28][C:27]1[CH:29]=[CH:30][C:24]([O:23][C:21]2[CH:22]=[CH:17][N:18]=[C:19]([C:9]3[N:8]([C:1]([O:3][C:4]([CH3:7])([CH3:6])[CH3:5])=[O:2])[CH:12]=[CH:11][CH:10]=3)[CH:20]=2)=[CH:25][CH:26]=1, predict the reactants needed to synthesize it. The reactants are: [C:1]([N:8]1[CH:12]=[CH:11][CH:10]=[C:9]1B(O)O)([O:3][C:4]([CH3:7])([CH3:6])[CH3:5])=[O:2].Cl[C:17]1[CH:22]=[C:21]([O:23][C:24]2[CH:30]=[CH:29][C:27]([NH2:28])=[CH:26][CH:25]=2)[CH:20]=[CH:19][N:18]=1.C([O-])([O-])=O.[Na+].[Na+].O.